This data is from NCI-60 drug combinations with 297,098 pairs across 59 cell lines. The task is: Regression. Given two drug SMILES strings and cell line genomic features, predict the synergy score measuring deviation from expected non-interaction effect. (1) Drug 1: C1=CC(=CC=C1CCC2=CNC3=C2C(=O)NC(=N3)N)C(=O)NC(CCC(=O)O)C(=O)O. Drug 2: C1CNP(=O)(OC1)N(CCCl)CCCl. Cell line: SK-MEL-2. Synergy scores: CSS=11.5, Synergy_ZIP=-3.99, Synergy_Bliss=-0.268, Synergy_Loewe=-36.7, Synergy_HSA=-0.433. (2) Drug 1: CC1C(C(CC(O1)OC2CC(OC(C2O)C)OC3=CC4=CC5=C(C(=O)C(C(C5)C(C(=O)C(C(C)O)O)OC)OC6CC(C(C(O6)C)O)OC7CC(C(C(O7)C)O)OC8CC(C(C(O8)C)O)(C)O)C(=C4C(=C3C)O)O)O)O. Drug 2: CC1=C(C=C(C=C1)C(=O)NC2=CC(=CC(=C2)C(F)(F)F)N3C=C(N=C3)C)NC4=NC=CC(=N4)C5=CN=CC=C5. Cell line: NCI/ADR-RES. Synergy scores: CSS=3.54, Synergy_ZIP=-3.60, Synergy_Bliss=-2.75, Synergy_Loewe=-7.63, Synergy_HSA=-3.52. (3) Drug 1: CC(C1=C(C=CC(=C1Cl)F)Cl)OC2=C(N=CC(=C2)C3=CN(N=C3)C4CCNCC4)N. Drug 2: CC1=C(N=C(N=C1N)C(CC(=O)N)NCC(C(=O)N)N)C(=O)NC(C(C2=CN=CN2)OC3C(C(C(C(O3)CO)O)O)OC4C(C(C(C(O4)CO)O)OC(=O)N)O)C(=O)NC(C)C(C(C)C(=O)NC(C(C)O)C(=O)NCCC5=NC(=CS5)C6=NC(=CS6)C(=O)NCCC[S+](C)C)O. Cell line: OVCAR-8. Synergy scores: CSS=3.55, Synergy_ZIP=-5.31, Synergy_Bliss=-6.88, Synergy_Loewe=-13.9, Synergy_HSA=-6.64. (4) Drug 1: CCCCC(=O)OCC(=O)C1(CC(C2=C(C1)C(=C3C(=C2O)C(=O)C4=C(C3=O)C=CC=C4OC)O)OC5CC(C(C(O5)C)O)NC(=O)C(F)(F)F)O. Drug 2: C(CCl)NC(=O)N(CCCl)N=O. Cell line: MOLT-4. Synergy scores: CSS=67.5, Synergy_ZIP=-4.23, Synergy_Bliss=-5.41, Synergy_Loewe=-19.8, Synergy_HSA=-3.18.